From a dataset of Forward reaction prediction with 1.9M reactions from USPTO patents (1976-2016). Predict the product of the given reaction. (1) Given the reactants CC([O-])(C)C.[K+].CC(O)(C)C.[CH2:12]([O:14][C:15]1[CH:16]=[C:17]([C:23](=[O:29])[CH2:24][S:25]([CH3:28])(=[O:27])=[O:26])[CH:18]=[CH:19][C:20]=1[O:21][CH3:22])[CH3:13].[H][H], predict the reaction product. The product is: [CH2:12]([O:14][C:15]1[CH:16]=[C:17]([C@@H:23]([OH:29])[CH2:24][S:25]([CH3:28])(=[O:27])=[O:26])[CH:18]=[CH:19][C:20]=1[O:21][CH3:22])[CH3:13]. (2) The product is: [Cl:1][C:2]1[C:9]([OH:10])=[CH:8][CH:7]=[C:6]([OH:11])[C:3]=1/[CH:4]=[N:13]/[OH:14]. Given the reactants [Cl:1][C:2]1[C:9]([OH:10])=[CH:8][CH:7]=[C:6]([OH:11])[C:3]=1[CH:4]=O.Cl.[NH2:13][OH:14].[OH-].[Na+], predict the reaction product.